Dataset: Full USPTO retrosynthesis dataset with 1.9M reactions from patents (1976-2016). Task: Predict the reactants needed to synthesize the given product. Given the product [CH3:4][C:5]1[C:9]([N:10]2[CH2:14][CH2:13][CH2:12][CH2:11]2)=[C:8]([NH2:15])[S:7][N:6]=1, predict the reactants needed to synthesize it. The reactants are: O.NN.[CH3:4][C:5]1[C:9]([N:10]2[CH2:14][CH2:13][CH2:12][CH2:11]2)=[C:8]([N:15]2C(=O)C3C(=CC=CC=3)C2=O)[S:7][N:6]=1.